From a dataset of Reaction yield outcomes from USPTO patents with 853,638 reactions. Predict the reaction yield, written as a fraction of the theoretical maximum amount of product (1.0 means a 100% yield; for example, 0.34 means a 34% yield). The reactants are Cl[Sn]Cl.[C:4]([C:8]1[CH:13]=[C:12]([C:14]2[N:15]=[C:16]([CH2:19][N:20]([CH3:31])[CH2:21][C:22]3[CH:27]=[CH:26][C:25]([N+:28]([O-])=O)=[CH:24][CH:23]=3)[S:17][CH:18]=2)[CH:11]=[C:10]([C:32]([CH3:35])([CH3:34])[CH3:33])[C:9]=1[OH:36])([CH3:7])([CH3:6])[CH3:5].Cl.[OH-].[Na+]. The catalyst is C(O)(=O)C.[Zn]. The product is [NH2:28][C:25]1[CH:24]=[CH:23][C:22]([CH2:21][N:20]([CH2:19][C:16]2[S:17][CH:18]=[C:14]([C:12]3[CH:11]=[C:10]([C:32]([CH3:35])([CH3:33])[CH3:34])[C:9]([OH:36])=[C:8]([C:4]([CH3:7])([CH3:6])[CH3:5])[CH:13]=3)[N:15]=2)[CH3:31])=[CH:27][CH:26]=1. The yield is 0.520.